This data is from Catalyst prediction with 721,799 reactions and 888 catalyst types from USPTO. The task is: Predict which catalyst facilitates the given reaction. (1) Reactant: [N:1]1([CH2:6][C:7]2[CH:12]=[CH:11][C:10]([CH2:13]O)=[CH:9][CH:8]=2)[CH2:5][CH2:4][CH2:3][CH2:2]1.S(Cl)([Cl:17])=O. Product: [Cl:17][CH2:13][C:10]1[CH:11]=[CH:12][C:7]([CH2:6][N:1]2[CH2:5][CH2:4][CH2:3][CH2:2]2)=[CH:8][CH:9]=1. The catalyst class is: 2. (2) Reactant: Cl.[CH3:2][C:3]1[CH:4]=[CH:5][C:6]([C:12]2[CH:17]=[CH:16][N:15]=[CH:14][CH:13]=2)=[C:7]([CH:11]=1)[C:8]([OH:10])=O.[NH:18]1[CH2:23][CH2:22][NH:21][CH2:20][C:19]1=[O:24].C(N(CC)CC)C.CN(C=O)C. Product: [CH3:2][C:3]1[CH:4]=[CH:5][C:6]([C:12]2[CH:17]=[CH:16][N:15]=[CH:14][CH:13]=2)=[C:7]([CH:11]=1)[C:8]([N:21]1[CH2:22][CH2:23][NH:18][C:19](=[O:24])[CH2:20]1)=[O:10]. The catalyst class is: 6. (3) Reactant: C([N:5]1[C:9]2[N:10]([CH3:15])[C:11](=[O:14])[CH:12]=[CH:13][C:8]=2[CH:7]=[N:6]1)(C)(C)C.[Br:16]Br.[OH2:18].[OH-].[Na+]. Product: [C:11]([OH:14])(=[O:18])[CH3:12].[Br:16][C:12]1[C:11](=[O:14])[N:10]([CH3:15])[C:9]2[NH:5][N:6]=[CH:7][C:8]=2[CH:13]=1. The catalyst class is: 52. (4) Reactant: Cl.[N+:2]([C:5]1[CH:6]=[C:7]([CH:11]=[CH:12][CH:13]=1)[C:8]#[N+:9][O-:10])([O-:4])=[O:3].[CH2:14]([N:17]1[CH2:26][CH2:25][C:24]2[C:19](=[CH:20][CH:21]=[CH:22][CH:23]=2)[CH2:18]1)[C:15]#[CH:16].[OH-].[Na+]. Product: [N+:2]([C:5]1[CH:6]=[C:7]([C:8]2[CH:16]=[C:15]([CH2:14][N:17]3[CH2:26][CH2:25][C:24]4[C:19](=[CH:20][CH:21]=[CH:22][CH:23]=4)[CH2:18]3)[O:10][N:9]=2)[CH:11]=[CH:12][CH:13]=1)([O-:4])=[O:3]. The catalyst class is: 11. (5) Reactant: [F:1][C:2]1([F:6])[CH2:5][NH:4][CH2:3]1.[Cl:7][C:8]1[CH:9]=[N:10][N:11]([C:13]2([C:16]3[NH:33][C:19]4=[N:20][C:21]([N:24]5[CH2:29][CH2:28][CH2:27][C@@H:26]([C:30](O)=[O:31])[CH2:25]5)=[CH:22][CH:23]=[C:18]4[N:17]=3)[CH2:15][CH2:14]2)[CH:12]=1.C(N(C(C)C)CC)(C)C.F[P-](F)(F)(F)(F)F.N1(OC(N(C)C)=[N+](C)C)C2N=CC=CC=2N=N1. Product: [Cl:7][C:8]1[CH:9]=[N:10][N:11]([C:13]2([C:16]3[NH:33][C:19]4=[N:20][C:21]([N:24]5[CH2:29][CH2:28][CH2:27][C@@H:26]([C:30]([N:4]6[CH2:5][C:2]([F:6])([F:1])[CH2:3]6)=[O:31])[CH2:25]5)=[CH:22][CH:23]=[C:18]4[N:17]=3)[CH2:15][CH2:14]2)[CH:12]=1. The catalyst class is: 4.